From a dataset of Forward reaction prediction with 1.9M reactions from USPTO patents (1976-2016). Predict the product of the given reaction. (1) The product is: [O:11]=[C:8]1[NH:7][C:6]2[CH:12]=[C:2]([NH:1][C:27]([CH:24]3[CH2:23][CH2:22][N:21]([C:17]4[CH:18]=[CH:19][CH:20]=[C:15]([C:14]([F:31])([F:13])[F:30])[CH:16]=4)[CH2:26][CH2:25]3)=[O:28])[CH:3]=[CH:4][C:5]=2[O:10][CH2:9]1. Given the reactants [NH2:1][C:2]1[CH:3]=[CH:4][C:5]2[O:10][CH2:9][C:8](=[O:11])[NH:7][C:6]=2[CH:12]=1.[F:13][C:14]([F:31])([F:30])[C:15]1[CH:16]=[C:17]([N:21]2[CH2:26][CH2:25][CH:24]([C:27](O)=[O:28])[CH2:23][CH2:22]2)[CH:18]=[CH:19][CH:20]=1, predict the reaction product. (2) Given the reactants Br.C(OC(=O)[NH:11][C:12]([C:15](=[O:37])[NH:16][C:17]1[S:18][C:19]([O:29][C:30]2[CH:35]=[CH:34][C:33]([F:36])=[CH:32][CH:31]=2)=[C:20]([C:22]2[CH:27]=[CH:26][C:25]([F:28])=[CH:24][CH:23]=2)[N:21]=1)([CH3:14])[CH3:13])C1C=CC=CC=1, predict the reaction product. The product is: [NH2:11][C:12]([CH3:14])([CH3:13])[C:15]([NH:16][C:17]1[S:18][C:19]([O:29][C:30]2[CH:31]=[CH:32][C:33]([F:36])=[CH:34][CH:35]=2)=[C:20]([C:22]2[CH:23]=[CH:24][C:25]([F:28])=[CH:26][CH:27]=2)[N:21]=1)=[O:37]. (3) Given the reactants [CH3:1][O:2][C:3]([C:5]1[C:10](Cl)=[C:9]([NH2:12])[C:8]([F:13])=[C:7]([C:14]2[CH:19]=[CH:18][C:17]([Cl:20])=[CH:16][CH:15]=2)[N:6]=1)=[O:4].[CH3:21][Sn](C)(C)C, predict the reaction product. The product is: [CH3:1][O:2][C:3]([C:5]1[C:10]([CH3:21])=[C:9]([NH2:12])[C:8]([F:13])=[C:7]([C:14]2[CH:19]=[CH:18][C:17]([Cl:20])=[CH:16][CH:15]=2)[N:6]=1)=[O:4]. (4) Given the reactants [N:1]([CH:4]1[CH2:16][N:8]2[C:9]3[C:14]([CH:15]=[C:7]2[CH2:6][CH2:5]1)=[CH:13][CH:12]=[CH:11][CH:10]=3)=[N+]=[N-], predict the reaction product. The product is: [CH:13]1[CH:12]=[CH:11][CH:10]=[C:9]2[C:14]=1[CH:15]=[C:7]1[CH2:6][CH2:5][CH:4]([NH2:1])[CH2:16][N:8]12. (5) Given the reactants [CH3:1][C:2]1[CH:3]=[C:4]([CH:19]=[CH:20][C:21]=1[N+]([O-])=O)[CH2:5][N:6]1[C:10]([C:11]([F:14])([F:13])[F:12])=[CH:9][C:8]([C:15]([F:18])([F:17])[F:16])=[N:7]1.C([O-])(=O)C.[NH4+:29].CC(C)=O, predict the reaction product. The product is: [CH3:1][C:2]1[CH:3]=[C:4]([CH:19]=[CH:20][CH:21]=1)[CH:5]([NH2:29])[N:6]1[C:10]([C:11]([F:14])([F:13])[F:12])=[CH:9][C:8]([C:15]([F:18])([F:17])[F:16])=[N:7]1. (6) Given the reactants [C:1]([C:3]1[CH:16]=[CH:15][C:6]([CH2:7][N:8]2[C:12]([CH2:13][OH:14])=[CH:11][N:10]=[CH:9]2)=[CH:5][CH:4]=1)#[N:2].C(N(CC)CC)C.CCOC(C)=O, predict the reaction product. The product is: [C:1]([C:3]1[CH:16]=[CH:15][C:6]([CH2:7][N:8]2[C:12]([CH:13]=[O:14])=[CH:11][N:10]=[CH:9]2)=[CH:5][CH:4]=1)#[N:2]. (7) Given the reactants [CH2:1]([NH:8][C:9]([C:11]1[CH:20]=[CH:19][C:14]([C:15]([O:17][CH3:18])=[O:16])=[C:13]([OH:21])[C:12]=1[OH:22])=[O:10])[C:2]1[CH:7]=[CH:6][CH:5]=C[CH:3]=1.[N:23]1C=CC=C(CN)C=1, predict the reaction product. The product is: [N:23]1[CH:5]=[CH:6][CH:7]=[C:2]([CH2:1][NH:8][C:9]([C:11]2[CH:20]=[CH:19][C:14]([C:15]([O:17][CH3:18])=[O:16])=[C:13]([OH:21])[C:12]=2[OH:22])=[O:10])[CH:3]=1. (8) Given the reactants [OH-].[NH4+:2].P(=O)(O)(O)O.[B:8]([O-:11])([O-:10])[O-:9].[B:12]([O-:15])([O-:14])[O-:13].[B:16]([O-:19])([O-:18])[O-:17].[B:20]([O-:23])([O-:22])[O-:21].[Na+].[Na+].[Na+].[Na+].[Na+].[Na+].[Na+].[Na+].[Na+].[Na+].[Na+].[Na+], predict the reaction product. The product is: [B:8]([O-:11])([O-:10])[O-:9].[B:12]([O-:15])([O-:14])[O-:13].[B:16]([O-:19])([O-:18])[O-:17].[B:20]([O-:23])([O-:22])[O-:21].[B:8]([O-:11])([O-:10])[O-:9].[NH4+:2].[NH4+:2].[NH4+:2].[NH4+:2].[NH4+:2].[NH4+:2].[NH4+:2].[NH4+:2].[NH4+:2].[NH4+:2].[NH4+:2].[NH4+:2].[NH4+:2].[NH4+:2].[NH4+:2].